From a dataset of Reaction yield outcomes from USPTO patents with 853,638 reactions. Predict the reaction yield, written as a fraction of the theoretical maximum amount of product (1.0 means a 100% yield; for example, 0.34 means a 34% yield). (1) The reactants are [CH3:16][C:11]1([CH3:17])[C:12]([CH3:15])([CH3:14])[O:13][B:9]([B:9]2[O:13][C:12]([CH3:15])([CH3:14])[C:11]([CH3:17])([CH3:16])[O:10]2)[O:10]1.Br[C:20]1[CH:21]=[C:22]([Cl:27])[C:23]([CH3:26])=[N:24][CH:25]=1.C([O-])(=O)C.[K+]. The catalyst is O1CCOCC1.C1C=CC(P(C2C=CC=CC=2)[C-]2C=CC=C2)=CC=1.C1C=CC(P(C2C=CC=CC=2)[C-]2C=CC=C2)=CC=1.Cl[Pd]Cl.[Fe+2].C(Cl)Cl. The product is [Cl:27][C:22]1[C:23]([CH3:26])=[N:24][CH:25]=[C:20]([B:9]2[O:10][C:11]([CH3:16])([CH3:17])[C:12]([CH3:14])([CH3:15])[O:13]2)[CH:21]=1. The yield is 1.00. (2) The yield is 0.340. The catalyst is CCOCC.C(OCC)(=O)C.CCCCCC. The reactants are [H-].[Al+3].[Li+].[H-].[H-].[H-].O1CCCC1.[Cl:12][C:13]1[CH:18]=[CH:17][C:16]([S:19]([CH:22]([C:29]2[CH:34]=[C:33]([F:35])[CH:32]=[CH:31][C:30]=2[F:36])[CH2:23][C:24](OCC)=[O:25])(=[O:21])=[O:20])=[CH:15][CH:14]=1.[Cl-].[NH4+]. The product is [Cl:12][C:13]1[CH:14]=[CH:15][C:16]([S:19]([CH:22]([C:29]2[CH:34]=[C:33]([F:35])[CH:32]=[CH:31][C:30]=2[F:36])[CH2:23][CH2:24][OH:25])(=[O:21])=[O:20])=[CH:17][CH:18]=1. (3) The reactants are C(N(CC)CC)C.[Br:8][C:9]1[N:10]=[C:11]([C:30]#[CH:31])[C:12]([N:15]([C:23]([O:25][C:26]([CH3:29])([CH3:28])[CH3:27])=[O:24])[C:16](=[O:22])[O:17][C:18]([CH3:21])([CH3:20])[CH3:19])=[N:13][CH:14]=1.[OH:32][N:33]=[C:34](Cl)[C:35]1[CH:40]=[CH:39][CH:38]=[CH:37][CH:36]=1. The catalyst is C1COCC1. The product is [Br:8][C:9]1[N:10]=[C:11]([C:30]2[O:32][N:33]=[C:34]([C:35]3[CH:40]=[CH:39][CH:38]=[CH:37][CH:36]=3)[CH:31]=2)[C:12]([N:15]([C:23]([O:25][C:26]([CH3:29])([CH3:28])[CH3:27])=[O:24])[C:16](=[O:22])[O:17][C:18]([CH3:20])([CH3:21])[CH3:19])=[N:13][CH:14]=1. The yield is 0.700.